From a dataset of Kir2.1 potassium channel HTS with 301,493 compounds. Binary Classification. Given a drug SMILES string, predict its activity (active/inactive) in a high-throughput screening assay against a specified biological target. (1) The molecule is O=C1CCCCC(=O)Nc2c1cc(cc2)C. The result is 0 (inactive). (2) The compound is Clc1c(NC(=O)CN2CCc3c(C2)cccc3)cc(S(=O)(=O)N(C)C)cc1. The result is 0 (inactive). (3) The compound is Brc1ccc(CSc2n(N)c(nn2)c2ccncc2)cc1. The result is 0 (inactive). (4) The drug is OC(=O)C1C(CCCC1)C(=O)Nc1c2c(ccc1)cccc2. The result is 0 (inactive). (5) The molecule is Clc1cc(c2oc(/C=C3/C(=O)N(c4ccc(cc4)C)C(=O)NC3=O)cc2)ccc1C(O)=O. The result is 0 (inactive). (6) The compound is s1c2CC(CCc2c(c1NC(=O)c1nn2c(cc(nc2n1)C)C(F)F)C#N)C. The result is 0 (inactive). (7) The compound is Clc1cc(C(=O)NCCc2n(CC=C)c(SCCOc3ccc(OC)cc3)nn2)ccc1Cl. The result is 0 (inactive). (8) The compound is O(C(=O)C1(CCN(CC1)C(=O)Cc1nonc1C)CCc1ccccc1)CC. The result is 0 (inactive). (9) The molecule is Clc1c(NC(=S)NCc2sccc2)cccc1. The result is 0 (inactive).